This data is from Reaction yield outcomes from USPTO patents with 853,638 reactions. The task is: Predict the reaction yield, written as a fraction of the theoretical maximum amount of product (1.0 means a 100% yield; for example, 0.34 means a 34% yield). (1) The product is [F:23][C:24]([F:33])([F:34])[O:25][C:26]1[CH:31]=[CH:30][CH:29]=[CH:28][C:27]=1[NH:32][CH:2]1[C:6]2[CH:7]=[C:8]([NH:13][C:14](=[O:20])[CH2:15][C:16]([CH3:17])([CH3:19])[CH3:18])[C:9]([CH3:12])=[C:10]([CH3:11])[C:5]=2[O:4][C:3]1([CH3:21])[CH3:22]. The catalyst is C(OCC)(=O)C.CCCCCC. The reactants are O[CH:2]1[C:6]2[CH:7]=[C:8]([NH:13][C:14](=[O:20])[CH2:15][C:16]([CH3:19])([CH3:18])[CH3:17])[C:9]([CH3:12])=[C:10]([CH3:11])[C:5]=2[O:4][C:3]1([CH3:22])[CH3:21].[F:23][C:24]([F:34])([F:33])[O:25][C:26]1[CH:31]=[CH:30][CH:29]=[CH:28][C:27]=1[NH2:32]. The yield is 0.730. (2) The reactants are [Cl:1][C:2]1[N:7]=[C:6]([O:8][CH3:9])[C:5]([C:10]([CH3:19])([CH2:15][CH2:16][C:17]#[N:18])[C:11](OC)=[O:12])=[CH:4][CH:3]=1.Cl.C([O-])([O-])=O.[K+].[K+]. The catalyst is CO.O=[Pt]=O. The product is [Cl:1][C:2]1[N:7]=[C:6]([O:8][CH3:9])[C:5]([C:10]2([CH3:19])[CH2:15][CH2:16][CH2:17][NH:18][C:11]2=[O:12])=[CH:4][CH:3]=1. The yield is 0.640. (3) The reactants are [CH2:1]([C:3]1[N:8]=[C:7]([CH2:9][CH2:10][CH3:11])[NH:6][C:5](=[O:12])[CH:4]=1)[CH3:2].Br[CH2:14][C:15]1[CH:20]=[CH:19][C:18]([C:21]2[C:22]([C:27]#[N:28])=[CH:23][CH:24]=[CH:25][CH:26]=2)=[CH:17][CH:16]=1.C(=O)([O-])[O-].[K+].[K+]. The catalyst is C(#N)C. The product is [CH2:1]([C:3]1[N:8]=[C:7]([CH2:9][CH2:10][CH3:11])[N:6]([CH2:14][C:15]2[CH:16]=[CH:17][C:18]([C:21]3[C:22]([C:27]#[N:28])=[CH:23][CH:24]=[CH:25][CH:26]=3)=[CH:19][CH:20]=2)[C:5](=[O:12])[CH:4]=1)[CH3:2]. The yield is 0.460. (4) The reactants are COC1C=CC=CC=1[NH:5][CH:6]([C:10]1[CH:15]=[CH:14][CH:13]=[CH:12][CH:11]=1)[CH:7]([CH3:9])[CH3:8].S(OOS([O-])(=O)=O)([O-])(=O)=O.[NH4+].[NH4+].Cl. The catalyst is [N+]([O-])([O-])=O.[Ag+].CC#N.O. The product is [CH3:8][CH:7]([CH3:9])[CH:6]([C:10]1[CH:15]=[CH:14][CH:13]=[CH:12][CH:11]=1)[NH2:5]. The yield is 0.320. (5) The reactants are [Cl:1][C:2]1[C:3]([CH2:12][N:13]2[C:17]([C:18](N(OC)C)=[O:19])=[CH:16][C:15]([O:24][CH:25]([CH3:27])[CH3:26])=[N:14]2)=[N:4][CH:5]=[C:6]([C:8]([F:11])([F:10])[F:9])[CH:7]=1.[H-].C([Al+]CC(C)C)C(C)C.CO.[C@H](O)(C([O-])=O)[C@@H](O)C([O-])=O.[Na+].[K+]. The catalyst is O1CCCC1.C1(C)C=CC=CC=1. The product is [Cl:1][C:2]1[C:3]([CH2:12][N:13]2[C:17]([CH:18]=[O:19])=[CH:16][C:15]([O:24][CH:25]([CH3:27])[CH3:26])=[N:14]2)=[N:4][CH:5]=[C:6]([C:8]([F:11])([F:9])[F:10])[CH:7]=1. The yield is 0.550. (6) The reactants are Br[C:2]1[CH:3]=[N:4][N:5]([CH3:18])[C:6]=1[C:7]1[CH:8]=[C:9]([C:14]([O:16][CH3:17])=[O:15])[S:10][C:11]=1[CH2:12][CH3:13].[C:19](=O)([O-])[O-].[K+].[K+].CB1OB(C)OB(C)O1. The catalyst is CN(C)C=O.C1C=CC(P(C2C=CC=CC=2)[C-]2C=CC=C2)=CC=1.C1C=CC(P(C2C=CC=CC=2)[C-]2C=CC=C2)=CC=1.Cl[Pd]Cl.[Fe+2]. The product is [CH3:18][N:5]1[C:6]([C:7]2[CH:8]=[C:9]([C:14]([O:16][CH3:17])=[O:15])[S:10][C:11]=2[CH2:12][CH3:13])=[C:2]([CH3:19])[CH:3]=[N:4]1. The yield is 0.960. (7) The reactants are CO[C:3]([CH:5]1[C:9](=O)[CH2:8][O:7][CH2:6]1)=[O:4].[F:11][C:12]1[CH:20]=[CH:19][C:18]([Cl:21])=[CH:17][C:13]=1[C:14]([NH2:16])=[NH:15]. The catalyst is C(O)C. The product is [Cl:21][C:18]1[CH:19]=[CH:20][C:12]([F:11])=[C:13]([C:14]2[N:16]=[C:3]([OH:4])[C:5]3[CH2:6][O:7][CH2:8][C:9]=3[N:15]=2)[CH:17]=1. The yield is 0.300. (8) The reactants are [CH3:1][C:2]1([CH3:13])[CH2:11][C:10]2[NH:9][C:8](=[O:12])[CH:7]=[CH:6][C:5]=2[CH2:4][CH2:3]1.C(N(CC)CC)C.[F:21][C:22]([F:35])([F:34])[S:23](O[S:23]([C:22]([F:35])([F:34])[F:21])(=[O:25])=[O:24])(=[O:25])=[O:24]. The catalyst is C(Cl)Cl. The product is [CH3:1][C:2]1([CH3:13])[CH2:11][C:10]2[N:9]=[C:8]([O:12][S:23]([C:22]([F:35])([F:34])[F:21])(=[O:25])=[O:24])[CH:7]=[CH:6][C:5]=2[CH2:4][CH2:3]1. The yield is 0.940. (9) The product is [O:28]1[C:27]2[C:22](=[N:23][CH:24]=[CH:25][CH:26]=2)[N:2]=[C:1]1[CH2:3][CH2:4][CH2:5][CH2:6][CH2:7][CH2:8][CH2:9][CH2:10][CH2:11][CH2:12][CH2:13][CH2:14][CH2:15][CH2:16][CH2:17][CH2:18][CH2:19][CH3:20]. No catalyst specified. The yield is 0.300. The reactants are [C:1]([CH2:3][CH2:4][CH2:5][CH2:6][CH2:7][CH2:8][CH2:9][CH2:10][CH2:11][CH2:12][CH2:13][CH2:14][CH2:15][CH2:16][CH2:17][CH2:18][CH2:19][CH3:20])#[N:2].N[C:22]1[C:27]([OH:28])=[CH:26][CH:25]=[CH:24][N:23]=1.